This data is from Catalyst prediction with 721,799 reactions and 888 catalyst types from USPTO. The task is: Predict which catalyst facilitates the given reaction. (1) Reactant: [CH3:1][NH:2][C:3]1[CH:11]=[CH:10][C:6]([C:7]([OH:9])=O)=[CH:5][C:4]=1[N+:12]([O-:14])=[O:13].[CH3:15][N:16]1[CH:20]=[C:19]([C:21]2[CH:26]=[CH:25][C:24]([CH:27]3[CH2:32][CH2:31][NH:30][CH2:29][CH2:28]3)=[CH:23][CH:22]=2)[CH:18]=[N:17]1.C(N(CC)C(C)C)(C)C.CN(C(ON1N=NC2C=CC=CC1=2)=[N+](C)C)C.F[P-](F)(F)(F)(F)F.C([O-])([O-])=O.[Na+].[Na+]. Product: [CH3:1][NH:2][C:3]1[CH:11]=[CH:10][C:6]([C:7]([N:30]2[CH2:29][CH2:28][CH:27]([C:24]3[CH:23]=[CH:22][C:21]([C:19]4[CH:18]=[N:17][N:16]([CH3:15])[CH:20]=4)=[CH:26][CH:25]=3)[CH2:32][CH2:31]2)=[O:9])=[CH:5][C:4]=1[N+:12]([O-:14])=[O:13]. The catalyst class is: 2. (2) Reactant: [NH:1]1[CH:5]=[C:4]([C:6]2[CH:24]=[CH:23][CH:22]=[CH:21][C:7]=2[O:8][CH2:9][CH2:10][C:11]2[CH:20]=[CH:19][CH:18]=[CH:17][C:12]=2[C:13]([O:15]C)=[O:14])[N:3]=[CH:2]1.[OH-].[Na+]. Product: [NH:1]1[CH:5]=[C:4]([C:6]2[CH:24]=[CH:23][CH:22]=[CH:21][C:7]=2[O:8][CH2:9][CH2:10][C:11]2[CH:20]=[CH:19][CH:18]=[CH:17][C:12]=2[C:13]([OH:15])=[O:14])[N:3]=[CH:2]1. The catalyst class is: 5.